Predict the product of the given reaction. From a dataset of Forward reaction prediction with 1.9M reactions from USPTO patents (1976-2016). (1) The product is: [CH3:1][C:2]1[C:7]([CH3:8])=[CH:6][CH:5]=[CH:4][C:3]=1[N:9]1[C:13]([S:14][CH2:15][C:16]([NH:31][C:30]2[N:26]([CH2:25][C:24]3[CH:32]=[CH:33][C:21]([O:20][CH3:19])=[C:22]([CH3:34])[CH:23]=3)[N:27]=[CH:28][CH:29]=2)=[O:18])=[N:12][N:11]=[N:10]1. Given the reactants [CH3:1][C:2]1[C:7]([CH3:8])=[CH:6][CH:5]=[CH:4][C:3]=1[N:9]1[C:13]([S:14][CH2:15][C:16]([OH:18])=O)=[N:12][N:11]=[N:10]1.[CH3:19][O:20][C:21]1[CH:33]=[CH:32][C:24]([CH2:25][N:26]2[C:30]([NH2:31])=[CH:29][CH:28]=[N:27]2)=[CH:23][C:22]=1[CH3:34].Cl.CN(C)CCCN=C=NCC, predict the reaction product. (2) Given the reactants [F:1][C:2]([F:18])([F:17])[O:3][C:4]1[CH:16]=[CH:15][C:7]([O:8][CH:9]2[CH2:14][CH2:13][NH:12][CH2:11][CH2:10]2)=[CH:6][CH:5]=1.[C:19]1(=O)[CH2:24][CH2:23][C:22](=[O:25])[CH2:21][CH2:20]1, predict the reaction product. The product is: [OH:25][C:22]1[CH:23]=[CH:24][C:19]([N:12]2[CH2:11][CH2:10][CH:9]([O:8][C:7]3[CH:15]=[CH:16][C:4]([O:3][C:2]([F:1])([F:17])[F:18])=[CH:5][CH:6]=3)[CH2:14][CH2:13]2)=[CH:20][CH:21]=1. (3) Given the reactants C(OC([N:8]1[CH2:12][CH2:11][C@H:10]([NH:13][C:14]2[CH:15]=[CH:16][C:17]3[O:22][CH2:21][CH2:20][N:19]([C:23]4[CH:24]=[N:25][C:26]([O:31][CH3:32])=[C:27]([C:29]#[N:30])[CH:28]=4)[C:18]=3[CH:33]=2)[CH2:9]1)=O)(C)(C)C.C(O)(C(F)(F)F)=O, predict the reaction product. The product is: [CH3:32][O:31][C:26]1[N:25]=[CH:24][C:23]([N:19]2[C:18]3[CH:33]=[C:14]([NH:13][C@H:10]4[CH2:11][CH2:12][NH:8][CH2:9]4)[CH:15]=[CH:16][C:17]=3[O:22][CH2:21][CH2:20]2)=[CH:28][C:27]=1[C:29]#[N:30]. (4) Given the reactants [CH:1]([O:3][CH2:4][CH2:5][CH2:6][CH3:7])=[CH2:2].[Cl:8][C:9]1[N:14]=[C:13](Cl)[C:12]([Cl:16])=[CH:11][N:10]=1.CCN(C(C)C)C(C)C.O, predict the reaction product. The product is: [CH2:4]([O:3]/[CH:1]=[CH:2]/[C:13]1[C:12]([Cl:16])=[CH:11][N:10]=[C:9]([Cl:8])[N:14]=1)[CH2:5][CH2:6][CH3:7]. (5) Given the reactants Br[C:2]1[CH:3]=[N:4][N:5]([CH2:10][C:11]([NH:13][CH2:14][C:15]2[CH:20]=[CH:19][N:18]=[CH:17][CH:16]=2)=[O:12])[C:6](=[O:9])[C:7]=1[Br:8].[CH3:21][CH:22]1[CH:30]([OH:31])[CH2:29][CH:25]2[C:26]([CH3:28])([CH3:27])[CH:23]1[CH2:24]2.[H-].[Na+].O, predict the reaction product. The product is: [Br:8][C:7]1[C:6](=[O:9])[N:5]([CH2:10][C:11]([NH:13][CH2:14][C:15]2[CH:20]=[CH:19][N:18]=[CH:17][CH:16]=2)=[O:12])[N:4]=[CH:3][C:2]=1[O:31][C@@H:30]1[CH2:29][C@@H:25]2[CH2:24][C@@H:23]([C:26]2([CH3:28])[CH3:27])[C@H:22]1[CH3:21].